This data is from Full USPTO retrosynthesis dataset with 1.9M reactions from patents (1976-2016). The task is: Predict the reactants needed to synthesize the given product. Given the product [Cl:1][C:2]1[N:7]=[C:6]([NH:8][C:9]2[CH:10]=[C:11]3[C:15](=[CH:16][CH:17]=2)[NH:14][N:13]=[CH:12]3)[CH:5]=[C:4]([N:23]2[CH2:24][CH2:25][N:20]([CH3:19])[CH2:21][CH2:22]2)[N:3]=1, predict the reactants needed to synthesize it. The reactants are: [Cl:1][C:2]1[N:7]=[C:6]([NH:8][C:9]2[CH:10]=[C:11]3[C:15](=[CH:16][CH:17]=2)[NH:14][N:13]=[CH:12]3)[CH:5]=[C:4](Cl)[N:3]=1.[CH3:19][N:20]1[CH2:25][CH2:24][NH:23][CH2:22][CH2:21]1.